From a dataset of Catalyst prediction with 721,799 reactions and 888 catalyst types from USPTO. Predict which catalyst facilitates the given reaction. (1) Reactant: [C:1]1([C:23]2[CH:28]=[CH:27][CH:26]=[CH:25][CH:24]=2)[CH:6]=[CH:5][CH:4]=[C:3]([C:7]#[C:8][CH2:9][CH2:10][CH2:11][N:12]2C(=O)C3C(=CC=CC=3)C2=O)[CH:2]=1.O.NN. Product: [C:1]1([C:23]2[CH:28]=[CH:27][CH:26]=[CH:25][CH:24]=2)[CH:6]=[CH:5][CH:4]=[C:3]([C:7]#[C:8][CH2:9][CH2:10][CH2:11][NH2:12])[CH:2]=1. The catalyst class is: 8. (2) Reactant: O[C:2]1[N:7]2[N:8]=[C:9]([CH3:20])[C:10]([C:11]3[C:16]([CH3:17])=[CH:15][C:14]([Cl:18])=[CH:13][C:12]=3[CH3:19])=[C:6]2[N:5]=[C:4]([CH3:21])[CH:3]=1.C([O-])(O)=O.[Na+].O=P(Cl)(Cl)[Cl:29]. Product: [Cl:29][C:2]1[N:7]2[N:8]=[C:9]([CH3:20])[C:10]([C:11]3[C:16]([CH3:17])=[CH:15][C:14]([Cl:18])=[CH:13][C:12]=3[CH3:19])=[C:6]2[N:5]=[C:4]([CH3:21])[CH:3]=1. The catalyst class is: 2. (3) Reactant: [F:1][C:2]1[CH:3]=[C:4]([CH:31]=[CH:32][C:33]=1[NH:34][C:35]([C:37]1([C:40](=[O:49])[NH:41][C:42]2[CH:47]=[CH:46][C:45]([F:48])=[CH:44][CH:43]=2)[CH2:39][CH2:38]1)=[O:36])[O:5][C:6]1[CH:11]=[CH:10][N:9]=[C:8]([N:12]([C:22](OC2C=CC=CC=2)=[O:23])C(=O)OC2C=CC=CC=2)[CH:7]=1.Cl.Cl.[CH3:52][N:53]([CH2:55][CH:56]1[CH2:61][CH2:60][NH:59][CH2:58][CH2:57]1)[CH3:54].C(N(CC)CC)C.O. Product: [CH3:52][N:53]([CH2:55][CH:56]1[CH2:61][CH2:60][N:59]([C:22]([NH:12][C:8]2[CH:7]=[C:6]([O:5][C:4]3[CH:31]=[CH:32][C:33]([NH:34][C:35]([C:37]4([C:40]([NH:41][C:42]5[CH:43]=[CH:44][C:45]([F:48])=[CH:46][CH:47]=5)=[O:49])[CH2:38][CH2:39]4)=[O:36])=[C:2]([F:1])[CH:3]=3)[CH:11]=[CH:10][N:9]=2)=[O:23])[CH2:58][CH2:57]1)[CH3:54]. The catalyst class is: 9. (4) The catalyst class is: 1. Reactant: [O:1]1CCO[CH:2]1[C:6]1[S:7][C:8]([C:11]2[N:16]=[C:15]([NH:17][C:18]3[CH:23]=[C:22]([CH3:24])[CH:21]=[CH:20][N:19]=3)[CH:14]=[CH:13][CH:12]=2)=[CH:9][N:10]=1.Cl.C([O-])(O)=O.[Na+]. Product: [CH3:24][C:22]1[CH:21]=[CH:20][N:19]=[C:18]([NH:17][C:15]2[N:16]=[C:11]([C:8]3[S:7][C:6]([CH:2]=[O:1])=[N:10][CH:9]=3)[CH:12]=[CH:13][CH:14]=2)[CH:23]=1.